Dataset: Forward reaction prediction with 1.9M reactions from USPTO patents (1976-2016). Task: Predict the product of the given reaction. (1) Given the reactants [NH2:1][C:2]([NH:4][C:5]1[S:6][CH:7]=[C:8]([C:10]([NH:12][C:13]2[CH:25]=[CH:24][C:23]3C4[C:17](=CC=CC=4)[C:16](=O)[C:15]=3[CH:14]=2)=[O:11])[N:9]=1)=[NH:3].[NH:27]1C2C(=CC(N)=CC=2)C=C1, predict the reaction product. The product is: [NH2:1][C:2]([NH:4][C:5]1[S:6][CH:7]=[C:8]([C:10]([NH:12][C:13]2[CH:14]=[C:15]3[C:23](=[CH:24][CH:25]=2)[NH:27][CH:17]=[CH:16]3)=[O:11])[N:9]=1)=[NH:3]. (2) Given the reactants [Cl:1][C:2]1[CH:3]=[C:4]([CH:12]=[C:13]([Cl:15])[CH:14]=1)[CH2:5][N:6]1[CH:10]=[CH:9][N:8]=[C:7]1[NH2:11].[CH3:16][C:17]([O:20][C:21](O[C:21]([O:20][C:17]([CH3:19])([CH3:18])[CH3:16])=[O:22])=[O:22])([CH3:19])[CH3:18], predict the reaction product. The product is: [C:17]([O:20][C:21](=[O:22])[NH:11][C:7]1[N:6]([CH2:5][C:4]2[CH:3]=[C:2]([Cl:1])[CH:14]=[C:13]([Cl:15])[CH:12]=2)[CH:10]=[CH:9][N:8]=1)([CH3:19])([CH3:18])[CH3:16]. (3) Given the reactants [CH2:1]([C:8]1[C:9]([C:13]2[CH:18]=[CH:17][C:16]([NH2:19])=[CH:15][CH:14]=2)=[N:10][O:11][CH:12]=1)[C:2]1[CH:7]=[CH:6][CH:5]=[CH:4][CH:3]=1.[F:20][C:21]1[CH:31]=[CH:30][C:24]([CH:25]([N:27]=[C:28]=[S:29])[CH3:26])=[CH:23][CH:22]=1, predict the reaction product. The product is: [CH2:1]([C:8]1[C:9]([C:13]2[CH:14]=[CH:15][C:16]([NH:19][C:28]([NH:27][CH:25]([C:24]3[CH:23]=[CH:22][C:21]([F:20])=[CH:31][CH:30]=3)[CH3:26])=[S:29])=[CH:17][CH:18]=2)=[N:10][O:11][CH:12]=1)[C:2]1[CH:3]=[CH:4][CH:5]=[CH:6][CH:7]=1. (4) Given the reactants [C:1]1([S:7]([N:10]2[C:14]3=[N:15][CH:16]=[CH:17][CH:18]=[C:13]3[CH:12]=[C:11]2[CH:19]([OH:30])[CH2:20][CH:21]2[CH2:29][CH2:28][C:23]3([O:27][CH2:26][CH2:25][O:24]3)[CH2:22]2)(=[O:9])=[O:8])[CH:6]=[CH:5][CH:4]=[CH:3][CH:2]=1.CC(OI1(OC(C)=O)(OC(C)=O)OC(=O)C2C=CC=CC1=2)=O, predict the reaction product. The product is: [C:1]1([S:7]([N:10]2[C:14]3=[N:15][CH:16]=[CH:17][CH:18]=[C:13]3[CH:12]=[C:11]2[C:19](=[O:30])[CH2:20][CH:21]2[CH2:29][CH2:28][C:23]3([O:27][CH2:26][CH2:25][O:24]3)[CH2:22]2)(=[O:9])=[O:8])[CH:6]=[CH:5][CH:4]=[CH:3][CH:2]=1. (5) Given the reactants ClC1C=C(NC2[C:18]3[C:13](=[C:14]([F:20])[N:15]=[C:16]([F:19])[CH:17]=3)OC=2N)C=CC=1F.FC1C=CC=C(F)N=1.[B:30]([O:39][CH:40]([CH3:42])[CH3:41])([O:35][CH:36]([CH3:38])[CH3:37])OC(C)C.[Li]CCCC, predict the reaction product. The product is: [F:20][C:14]1[C:13]([B:30]2[O:35][C:36]([CH3:37])([CH3:38])[C:40]([CH3:41])([CH3:42])[O:39]2)=[CH:18][CH:17]=[C:16]([F:19])[N:15]=1.